Task: Predict which catalyst facilitates the given reaction.. Dataset: Catalyst prediction with 721,799 reactions and 888 catalyst types from USPTO (1) Reactant: [OH:1][CH2:2][C:3]1[C:4]([C:24]([F:27])([F:26])[F:25])=[N:5][N:6]([CH2:8][C:9]([NH:11][C:12]2[S:16][C:15]3[CH2:17][CH2:18][CH2:19][CH2:20][C:14]=3[C:13]=2[C:21]([NH2:23])=[O:22])=[O:10])[CH:7]=1.[H-].[Na+].I[CH2:31][CH3:32].O. Product: [CH2:31]([O:1][CH2:2][C:3]1[C:4]([C:24]([F:26])([F:25])[F:27])=[N:5][N:6]([CH2:8][C:9]([NH:11][C:12]2[S:16][C:15]3[CH2:17][CH2:18][CH2:19][CH2:20][C:14]=3[C:13]=2[C:21]([NH2:23])=[O:22])=[O:10])[CH:7]=1)[CH3:32]. The catalyst class is: 3. (2) Reactant: [Cl:1][CH:2]([F:19])[C:3]([F:18])([F:17])[O:4][C:5]1[CH:6]=[CH:7][C:8]([CH3:16])=[C:9]([CH:15]=1)[C:10]([O:12][CH2:13][CH3:14])=[O:11].[Br:20]N1C(=O)CCC1=O.C(OOC(=O)C1C=CC=CC=1)(=O)C1C=CC=CC=1. Product: [Br:20][CH2:16][C:8]1[CH:7]=[CH:6][C:5]([O:4][C:3]([F:17])([F:18])[CH:2]([Cl:1])[F:19])=[CH:15][C:9]=1[C:10]([O:12][CH2:13][CH3:14])=[O:11]. The catalyst class is: 53. (3) Reactant: [NH2:1][C:2]1[CH:3]=[C:4]2[C:9](=[O:10])[N:8]3[CH2:11][CH2:12][N:13]([C:14]([C:16]4[C:17]([CH3:21])=[N:18][O:19][CH:20]=4)=[O:15])[C:7]3([C:22]3[CH:27]=[CH:26][C:25]([O:28][CH3:29])=[CH:24][CH:23]=3)[CH2:6][N:5]2[CH:30]=1.[C:31]1(=O)[CH2:36][CH2:35][CH2:34][CH2:33][CH2:32]1.C(O)(=O)C.C(O[BH-](OC(=O)C)OC(=O)C)(=O)C.[Na+]. Product: [CH:31]1([NH:1][C:2]2[CH:3]=[C:4]3[C:9](=[O:10])[N:8]4[CH2:11][CH2:12][N:13]([C:14]([C:16]5[C:17]([CH3:21])=[N:18][O:19][CH:20]=5)=[O:15])[C:7]4([C:22]4[CH:27]=[CH:26][C:25]([O:28][CH3:29])=[CH:24][CH:23]=4)[CH2:6][N:5]3[CH:30]=2)[CH2:36][CH2:35][CH2:34][CH2:33][CH2:32]1. The catalyst class is: 2. (4) Reactant: Cl[C:2]1[CH:3]=[C:4]2[CH:10]=[CH:9][N:8](C(OC(C)(C)C)=O)[C:5]2=[CH:6][N:7]=1.[NH2:18][C:19]1[N:20]=[CH:21][C:22]([C:25]#[N:26])=[N:23][CH:24]=1.C(=O)([O-])[O-].[Cs+].[Cs+].CC1(C)C2C(=C(P(C3C=CC=CC=3)C3C=CC=CC=3)C=CC=2)OC2C(P(C3C=CC=CC=3)C3C=CC=CC=3)=CC=CC1=2. Product: [NH:8]1[C:5]2=[CH:6][N:7]=[C:2]([NH:18][C:19]3[N:20]=[CH:21][C:22]([C:25]#[N:26])=[N:23][CH:24]=3)[CH:3]=[C:4]2[CH:10]=[CH:9]1. The catalyst class is: 12. (5) Reactant: [CH:1]([NH:3][C:4]1[NH:5][CH:6]=[C:7]([C:12]2[CH:17]=[CH:16][C:15]([N+:18]([O-])=O)=[CH:14][CH:13]=2)[C:8]=1[C:9]([NH2:11])=[O:10])=[O:2].[H][H]. Product: [CH:1]([NH:3][C:4]1[NH:5][CH:6]=[C:7]([C:12]2[CH:17]=[CH:16][C:15]([NH2:18])=[CH:14][CH:13]=2)[C:8]=1[C:9]([NH2:11])=[O:10])=[O:2]. The catalyst class is: 43. (6) Reactant: [CH3:1][O:2][C:3]1[C:8]([O:9][CH3:10])=[C:7]([O:11][CH3:12])[CH:6]=[C:5]([CH3:13])[C:4]=1[CH:14]([C:16]1[C:17]([Cl:27])=[N:18][C:19]([Cl:26])=[CH:20][C:21]=1[C:22]([F:25])([F:24])[F:23])[OH:15]. Product: [CH3:1][O:2][C:3]1[C:8]([O:9][CH3:10])=[C:7]([O:11][CH3:12])[CH:6]=[C:5]([CH3:13])[C:4]=1[C:14]([C:16]1[C:17]([Cl:27])=[N:18][C:19]([Cl:26])=[CH:20][C:21]=1[C:22]([F:25])([F:23])[F:24])=[O:15]. The catalyst class is: 661. (7) Reactant: [C:1]([O:4][CH2:5][C@@H:6]1[C@@H:11]([O:12][C:13](=[O:15])[CH3:14])[C@H:10]([O:16][C@@H:17]2[C@@H:22]([O:23][C:24](=[O:26])[CH3:25])[C@@H:21]([O:27][C:28](=[O:30])[CH3:29])[C@H:20]([O:31][C:32](=[O:34])[CH3:33])[C@@H:19]([CH2:35][O:36][C:37](=[O:39])[CH3:38])[O:18]2)[C@H:9]([OH:40])[C@@H:8]([C:41]2[CH:46]=[CH:45][C:44]([O:47][CH3:48])=[C:43]([O:49][Si](C(C)(C)C)(C)C)[CH:42]=2)[O:7]1)(=[O:3])[CH3:2].CCCC[N+](CCCC)(CCCC)CCCC.[F-].C1COCC1.CC(O)=O. Product: [C:1]([O:4][CH2:5][C@@H:6]1[C@@H:11]([O:12][C:13](=[O:15])[CH3:14])[C@H:10]([O:16][C@@H:17]2[C@@H:22]([O:23][C:24](=[O:26])[CH3:25])[C@@H:21]([O:27][C:28](=[O:30])[CH3:29])[C@H:20]([O:31][C:32](=[O:34])[CH3:33])[C@@H:19]([CH2:35][O:36][C:37](=[O:39])[CH3:38])[O:18]2)[C@H:9]([OH:40])[C@@H:8]([C:41]2[CH:46]=[CH:45][C:44]([O:47][CH3:48])=[C:43]([OH:49])[CH:42]=2)[O:7]1)(=[O:3])[CH3:2]. The catalyst class is: 1. (8) Reactant: [C:1]([OH:20])(=[O:19])[CH2:2][CH2:3][CH2:4][CH2:5][CH2:6][CH2:7][CH2:8][CH2:9][CH2:10][CH2:11][CH2:12][CH2:13][CH2:14][CH2:15][CH2:16][CH2:17][CH3:18].O[N:22]1[C:26](=[O:27])[CH2:25][CH2:24][C:23]1=[O:28].C1CCC(N=C=NC2CCCCC2)CC1. Product: [C:1]([O:20][N:22]1[C:26](=[O:27])[CH2:25][CH2:24][C:23]1=[O:28])(=[O:19])[CH2:2][CH2:3][CH2:4][CH2:5][CH2:6][CH2:7][CH2:8][CH2:9][CH2:10][CH2:11][CH2:12][CH2:13][CH2:14][CH2:15][CH2:16][CH2:17][CH3:18]. The catalyst class is: 13. (9) Reactant: [BH4-].[Li+].C[O:4][C:5](=O)[C:6]1[CH:11]=[CH:10][C:9]([CH:12]2[CH2:14][CH2:13]2)=[C:8]([O:15][C:16]([F:19])([F:18])[F:17])[CH:7]=1.Cl. Product: [CH:12]1([C:9]2[CH:10]=[CH:11][C:6]([CH2:5][OH:4])=[CH:7][C:8]=2[O:15][C:16]([F:17])([F:18])[F:19])[CH2:14][CH2:13]1. The catalyst class is: 1.